Dataset: Forward reaction prediction with 1.9M reactions from USPTO patents (1976-2016). Task: Predict the product of the given reaction. (1) Given the reactants [Cl:1][C:2]1[CH:3]=[C:4]2[C:8](=[CH:9][CH:10]=1)[N:7]([CH2:11][C:12]([O:14]C)=[O:13])[C:6]([CH3:16])=[C:5]2[CH2:17][C:18]1[CH:23]=[CH:22][C:21](=[O:24])[N:20]([CH2:25][C:26]2[CH:31]=[CH:30][CH:29]=[C:28]([F:32])[CH:27]=2)[CH:19]=1.O.[OH-].[Li+], predict the reaction product. The product is: [Cl:1][C:2]1[CH:3]=[C:4]2[C:8](=[CH:9][CH:10]=1)[N:7]([CH2:11][C:12]([OH:14])=[O:13])[C:6]([CH3:16])=[C:5]2[CH2:17][C:18]1[CH:23]=[CH:22][C:21](=[O:24])[N:20]([CH2:25][C:26]2[CH:31]=[CH:30][CH:29]=[C:28]([F:32])[CH:27]=2)[CH:19]=1. (2) Given the reactants Br[CH:2]1[CH2:10][CH2:9][C:8]2[NH:7][N:6]=[CH:5][C:4]=2[C:3]1=[O:11].C(=O)([O-])[O-].[Li+].[Li+].[Br-].[Li+], predict the reaction product. The product is: [NH:7]1[C:8]2[CH:9]=[CH:10][CH:2]=[C:3]([OH:11])[C:4]=2[CH:5]=[N:6]1. (3) Given the reactants [Cl:1][C:2]1[C:3]([F:9])=[C:4]([CH:6]=[CH:7][CH:8]=1)[NH2:5].[CH:10]1([C:16]#[N:17])[CH2:15][CH2:14][CH2:13][CH2:12][CH2:11]1, predict the reaction product. The product is: [Cl:1][C:2]1[C:3]([F:9])=[C:4]([NH:5][C:16]([CH:10]2[CH2:15][CH2:14][CH2:13][CH2:12][CH2:11]2)=[NH:17])[CH:6]=[CH:7][CH:8]=1. (4) Given the reactants [NH2:1][C@H:2]1[CH2:6][N:5]([C:7](OC(C)(C)C)=O)[C@@H:4]([CH3:14])[CH2:3]1.[Cl:15][C:16]1[CH:21]=[C:20]([F:22])[C:19]([Cl:23])=[CH:18][C:17]=1[S:24](Cl)(=[O:26])=[O:25].CC[N:30](C(C)C)C(C)C.N#CBr.C(O)C(N)(CO)CO, predict the reaction product. The product is: [Cl:15][C:16]1[CH:21]=[C:20]([F:22])[C:19]([Cl:23])=[CH:18][C:17]=1[S:24]([NH:1][C@@H:2]1[CH2:3][C@H:4]([CH3:14])[N:5]([C:7]#[N:30])[CH2:6]1)(=[O:26])=[O:25]. (5) Given the reactants [CH3:1][S:2][C:3]1[C:11]2[C:6](=[N:7][CH:8]=[N:9][C:10]=2O)[NH:5][N:4]=1.O=P(Cl)(Cl)[Cl:15], predict the reaction product. The product is: [Cl:15][C:10]1[N:9]=[CH:8][N:7]=[C:6]2[NH:5][N:4]=[C:3]([S:2][CH3:1])[C:11]=12.